The task is: Predict the product of the given reaction.. This data is from Forward reaction prediction with 1.9M reactions from USPTO patents (1976-2016). Given the reactants [Br:1][C:2]1[C:10]2[S:9][C:8]([C:11](O)=[O:12])=[CH:7][C:6]=2[CH:5]=[CH:4][CH:3]=1.B.C1COCC1.Cl.B, predict the reaction product. The product is: [Br:1][C:2]1[C:10]2[S:9][C:8]([CH2:11][OH:12])=[CH:7][C:6]=2[CH:5]=[CH:4][CH:3]=1.